From a dataset of Catalyst prediction with 721,799 reactions and 888 catalyst types from USPTO. Predict which catalyst facilitates the given reaction. (1) The catalyst class is: 6. Product: [CH2:24]([N:1]1[CH2:6][CH2:5][CH:4]([CH2:7][CH2:8][C:9]([O:11][CH2:12][CH3:13])=[O:10])[CH2:3][CH2:2]1)[C:25]1[CH:30]=[CH:29][CH:28]=[CH:27][CH:26]=1. Reactant: [NH:1]1[CH2:6][CH2:5][CH:4]([CH2:7][CH2:8][C:9]([O:11][CH2:12][CH3:13])=[O:10])[CH2:3][CH2:2]1.C(#N)C.C(N(CC)CC)C.[CH2:24](Br)[C:25]1[CH:30]=[CH:29][CH:28]=[CH:27][CH:26]=1. (2) Reactant: [Br:1][C:2]1[CH:3]=[C:4]([CH:7]=[C:8]([O:12][CH3:13])[C:9]=1[O:10][CH3:11])[CH:5]=[O:6].S(=O)(=O)([OH:16])N.[O-]Cl=O.[Na+]. Product: [Br:1][C:2]1[CH:3]=[C:4]([CH:7]=[C:8]([O:12][CH3:13])[C:9]=1[O:10][CH3:11])[C:5]([OH:16])=[O:6]. The catalyst class is: 144. (3) Reactant: CI.[N:3]1[CH:8]=[CH:7][CH:6]=[CH:5][CH:4]=1.[N:9]1[CH:14]=[CH:13][CH:12]=[CH:11][C:10]=1[CH3:15].[N:16]1[CH:21]=[CH:20][C:19]([CH3:22])=[CH:18][CH:17]=1. Product: [CH3:10][N+:3]1[CH:8]=[CH:7][CH:6]=[CH:5][CH:4]=1.[CH3:17][N+:9]1[CH:14]=[CH:13][CH:12]=[CH:11][C:10]=1[CH3:15].[CH3:4][N+:16]1[CH:21]=[CH:20][C:19]([CH3:22])=[CH:18][CH:17]=1. The catalyst class is: 10. (4) Reactant: [C:1]([C:5]1[CH:6]=[C:7]([CH:9]=[CH:10][CH:11]=1)[NH2:8])([CH3:4])([CH3:3])[CH3:2].C([O:19][CH2:20][CH3:21])(OCC)OCC.[N+:22]([CH2:25]C(OCC)=O)([O-])=O.[C:31](O)(=O)C. Product: [C:1]([C:5]1[CH:6]=[C:7]([N:8]2[CH:31]=[C:21]([CH2:20][OH:19])[N:22]=[CH:25]2)[CH:9]=[CH:10][CH:11]=1)([CH3:4])([CH3:2])[CH3:3]. The catalyst class is: 292. (5) Reactant: Br[C:2]1[CH:3]=[C:4]([NH:8][S:9]([CH3:12])(=[O:11])=[O:10])[CH:5]=[N:6][CH:7]=1.[B:13]1([B:13]2[O:17][C:16]([CH3:19])([CH3:18])[C:15]([CH3:21])([CH3:20])[O:14]2)[O:17][C:16]([CH3:19])([CH3:18])[C:15]([CH3:21])([CH3:20])[O:14]1.C(O[K])(C)=O. Product: [CH3:20][C:15]1([CH3:21])[C:16]([CH3:19])([CH3:18])[O:17][B:13]([C:2]2[CH:3]=[C:4]([NH:8][S:9]([CH3:12])(=[O:11])=[O:10])[CH:5]=[N:6][CH:7]=2)[O:14]1. The catalyst class is: 75.